This data is from Reaction yield outcomes from USPTO patents with 853,638 reactions. The task is: Predict the reaction yield, written as a fraction of the theoretical maximum amount of product (1.0 means a 100% yield; for example, 0.34 means a 34% yield). (1) The reactants are [CH2:1]([O:8][N:9]1[C:15](=[O:16])[N:14]2[CH2:17][C@H:10]1[CH2:11][CH2:12][C@H:13]2[C:18]([OH:20])=O)[C:2]1[CH:7]=[CH:6][CH:5]=[CH:4][CH:3]=1.[NH2:21][O:22][C@H:23]1[CH2:27][CH2:26][N:25]([CH3:28])[CH2:24]1.ON1C2C=CC=CC=2N=N1.Cl.C(N=C=NCCCN(C)C)C. The catalyst is C(Cl)Cl. The product is [CH2:1]([O:8][N:9]1[C:15](=[O:16])[N:14]2[CH2:17][C@H:10]1[CH2:11][CH2:12][C@H:13]2[C:18]([NH:21][O:22][C@H:23]1[CH2:27][CH2:26][N:25]([CH3:28])[CH2:24]1)=[O:20])[C:2]1[CH:3]=[CH:4][CH:5]=[CH:6][CH:7]=1. The yield is 0.770. (2) The product is [N:1]1([C:7]([O:9][C:10]([CH3:13])([CH3:12])[CH3:11])=[O:8])[CH2:2][CH:3]=[CH:4][CH2:5][CH2:6]1. The yield is 0.960. The reactants are [NH:1]1[CH2:6][CH:5]=[CH:4][CH2:3][CH2:2]1.[C:7](O[C:7]([O:9][C:10]([CH3:13])([CH3:12])[CH3:11])=[O:8])([O:9][C:10]([CH3:13])([CH3:12])[CH3:11])=[O:8]. The catalyst is C([O-])([O-])=O.[Na+].[Na+].